Predict the reactants needed to synthesize the given product. From a dataset of Full USPTO retrosynthesis dataset with 1.9M reactions from patents (1976-2016). (1) Given the product [CH2:2]([CH:4]1[CH2:9][CH2:8][CH2:7][CH2:6][N:5]1[C:10]1[CH:18]=[CH:17][C:13]([C:14]2[O:16][N:41]=[C:23]([C:24]3[CH:25]=[C:26]([CH:38]=[CH:39][CH:40]=3)[CH2:27][N:28]([CH3:29])[CH2:30][C:31]([O:33][C:34]([CH3:35])([CH3:37])[CH3:36])=[O:32])[N:22]=2)=[CH:12][C:11]=1[CH2:19][O:20][CH3:21])[CH3:3].[ClH:1].[CH2:2]([CH:4]1[CH2:9][CH2:8][CH2:7][CH2:6][N:5]1[C:10]1[CH:18]=[CH:17][C:13]([C:14]2[O:42][N:41]=[C:23]([C:24]3[CH:25]=[C:26]([CH:38]=[CH:39][CH:40]=3)[CH2:27][N:28]([CH3:29])[CH2:30][C:31]([OH:33])=[O:32])[N:22]=2)=[CH:12][C:11]=1[CH2:19][O:20][CH3:21])[CH3:3], predict the reactants needed to synthesize it. The reactants are: [ClH:1].[CH2:2]([CH:4]1[CH2:9][CH2:8][CH2:7][CH2:6][N:5]1[C:10]1[CH:18]=[CH:17][C:13]([C:14]([OH:16])=O)=[CH:12][C:11]=1[CH2:19][O:20][CH3:21])[CH3:3].[NH2:22][C:23](=[N:41][OH:42])[C:24]1[CH:25]=[C:26]([CH:38]=[CH:39][CH:40]=1)[CH2:27][N:28]([CH2:30][C:31]([O:33][C:34]([CH3:37])([CH3:36])[CH3:35])=[O:32])[CH3:29]. (2) Given the product [F:23][C:13]1[C:12]([CH2:11][C:8]2[N:6]3[N:7]=[C:2]([C:36]4[CH:35]=[N:34][N:33]([CH2:32][CH2:31][O:30][CH:25]5[CH2:26][CH2:27][CH2:28][CH2:29][O:24]5)[CH:37]=4)[CH:3]=[CH:4][C:5]3=[N:10][CH:9]=2)=[C:21]([F:22])[CH:20]=[C:19]2[C:14]=1[CH:15]=[CH:16][CH:17]=[N:18]2, predict the reactants needed to synthesize it. The reactants are: Cl[C:2]1[CH:3]=[CH:4][C:5]2[N:6]([C:8]([CH2:11][C:12]3[C:13]([F:23])=[C:14]4[C:19](=[CH:20][C:21]=3[F:22])[N:18]=[CH:17][CH:16]=[CH:15]4)=[CH:9][N:10]=2)[N:7]=1.[O:24]1[CH2:29][CH2:28][CH2:27][CH2:26][CH:25]1[O:30][CH2:31][CH2:32][N:33]1[CH:37]=[C:36](B2OC(C)(C)C(C)(C)O2)[CH:35]=[N:34]1.C([O-])([O-])=O.[Na+].[Na+].COCCOC. (3) Given the product [CH2:1]([O:3][C:4]1[C:24]([O:25][CH3:26])=[CH:23][C:7]2[C:8]3[N:13]([CH:14]([CH3:16])[CH2:15][C:6]=2[CH:5]=1)[CH:12]=[C:11]([C:17]([OH:19])=[O:18])[C:10](=[O:22])[CH:9]=3)[CH3:2], predict the reactants needed to synthesize it. The reactants are: [CH2:1]([O:3][C:4]1[C:24]([O:25][CH3:26])=[CH:23][C:7]2[C:8]3[N:13]([CH:14]([CH3:16])[CH2:15][C:6]=2[CH:5]=1)[CH:12]=[C:11]([C:17]([O:19]CC)=[O:18])[C:10](=[O:22])[CH:9]=3)[CH3:2].[OH-].[Na+].Cl. (4) Given the product [Br:1][C:2]1[C:7]([N:8]([CH2:28][O:29][CH3:30])[S:9]([C:12]2[CH:17]=[CH:16][C:15]([Cl:18])=[C:14]([CH2:19][CH3:20])[CH:13]=2)(=[O:11])=[O:10])=[CH:6][C:5]([Cl:21])=[CH:4][N:3]=1, predict the reactants needed to synthesize it. The reactants are: [Br:1][C:2]1[C:7]([NH:8][S:9]([C:12]2[CH:17]=[CH:16][C:15]([Cl:18])=[C:14]([CH2:19][CH3:20])[CH:13]=2)(=[O:11])=[O:10])=[CH:6][C:5]([Cl:21])=[CH:4][N:3]=1.C(=O)([O-])[O-].[K+].[K+].[CH3:28][O:29][CH2:30]Cl. (5) Given the product [CH3:1][O:2][CH2:3][CH2:4][NH:5][C:6]1[N:11]=[CH:10][C:9]([CH:12]([CH3:16])[C:13]([NH:72][CH2:71][C:70]2[C:65]([N:62]3[CH2:63][CH2:64][CH:59]([CH3:58])[CH2:60][CH2:61]3)=[N:66][C:67]([C:73]([F:76])([F:74])[F:75])=[CH:68][CH:69]=2)=[O:15])=[CH:8][CH:7]=1, predict the reactants needed to synthesize it. The reactants are: [CH3:1][O:2][CH2:3][CH2:4][NH:5][C:6]1[N:11]=[CH:10][C:9]([CH:12]([CH3:16])[C:13]([OH:15])=O)=[CH:8][CH:7]=1.CCN(C(C)C)C(C)C.ON1C2C=CC=CC=2N=N1.CN(C(ON1N=NC2C=CC=CC1=2)=[N+](C)C)C.[B-](F)(F)(F)F.[CH3:58][CH:59]1[CH2:64][CH2:63][N:62]([C:65]2[C:70]([CH2:71][NH2:72])=[CH:69][CH:68]=[C:67]([C:73]([F:76])([F:75])[F:74])[N:66]=2)[CH2:61][CH2:60]1. (6) Given the product [CH:31]([NH:30][C:28](=[O:29])[C:27]1[CH:34]=[CH:35][C:36]([Cl:37])=[C:25]([N:21]2[CH:22]=[CH:23][N:24]=[C:19]([NH:18][C:15]([C:10]3[CH:11]=[CH:12][CH:13]=[CH:14][C:9]=3[OH:8])([CH3:17])[CH3:16])[C:20]2=[O:38])[CH:26]=1)([CH2:33][CH3:32])[CH3:43], predict the reactants needed to synthesize it. The reactants are: C([O:8][C:9]1[CH:14]=[CH:13][CH:12]=[CH:11][C:10]=1[C:15]([NH:18][C:19]1[C:20](=[O:38])[N:21]([C:25]2[CH:26]=[C:27]([CH:34]=[CH:35][C:36]=2[Cl:37])[C:28]([NH:30][CH:31]2[CH2:33][CH2:32]2)=[O:29])[CH:22]=[CH:23][N:24]=1)([CH3:17])[CH3:16])C1C=CC=CC=1.B(Br)(Br)Br.[CH2:43](Cl)Cl. (7) Given the product [Cl:17][C:2]1[CH:11]=[CH:10][C:5]([C:6]([O:8][CH3:9])=[O:7])=[CH:4][C:3]=1[O:12][C:13]([F:16])([F:15])[F:14], predict the reactants needed to synthesize it. The reactants are: N[C:2]1[CH:11]=[CH:10][C:5]([C:6]([O:8][CH3:9])=[O:7])=[CH:4][C:3]=1[O:12][C:13]([F:16])([F:15])[F:14].[ClH:17].N([O-])=O.[Na+].